From a dataset of Merck oncology drug combination screen with 23,052 pairs across 39 cell lines. Regression. Given two drug SMILES strings and cell line genomic features, predict the synergy score measuring deviation from expected non-interaction effect. (1) Drug 1: O=P1(N(CCCl)CCCl)NCCCO1. Drug 2: O=C(O)C1(Cc2cccc(Nc3nccs3)n2)CCC(Oc2cccc(Cl)c2F)CC1. Cell line: VCAP. Synergy scores: synergy=10.1. (2) Drug 1: O=P1(N(CCCl)CCCl)NCCCO1. Drug 2: Cn1nnc2c(C(N)=O)ncn2c1=O. Cell line: A2780. Synergy scores: synergy=9.30.